From a dataset of Full USPTO retrosynthesis dataset with 1.9M reactions from patents (1976-2016). Predict the reactants needed to synthesize the given product. (1) Given the product [C:1]1([CH3:15])[CH:6]=[C:5]([CH3:7])[CH:4]=[C:3]([CH3:8])[C:2]=1[NH:9][CH2:10][C:11]([NH:17][NH2:18])=[O:12], predict the reactants needed to synthesize it. The reactants are: [C:1]1([CH3:15])[CH:6]=[C:5]([CH3:7])[CH:4]=[C:3]([CH3:8])[C:2]=1[NH:9][CH2:10][C:11](OC)=[O:12].O.[NH2:17][NH2:18]. (2) Given the product [CH3:1][O:2][C:3]1[CH:4]=[C:5]2[C:10](=[CH:11][CH:12]=1)[N:9]=[C:8](/[CH:13]=[CH:46]/[CH:32]1[CH2:33][CH:34]([C:36]3[CH:41]=[CH:40][C:39]([C:42]([F:45])([F:44])[F:43])=[CH:38][CH:37]=3)[CH2:35][N:30]([C:28]([N:22]3[CH2:27][CH2:26][O:25][CH2:24][CH2:23]3)=[O:29])[CH2:31]1)[CH:7]=[CH:6]2, predict the reactants needed to synthesize it. The reactants are: [CH3:1][O:2][C:3]1[CH:4]=[C:5]2[C:10](=[CH:11][CH:12]=1)[N:9]=[C:8]([CH2:13]P(=O)(OCC)OCC)[CH:7]=[CH:6]2.[N:22]1([C:28]([N:30]2[CH2:35][CH:34]([C:36]3[CH:41]=[CH:40][CH:39]([C:42]([F:45])([F:44])[F:43])[CH2:38][CH:37]=3)[CH2:33][CH:32]([CH:46]=O)[CH2:31]2)=[O:29])[CH2:27][CH2:26][O:25][CH2:24][CH2:23]1. (3) Given the product [C:28]([C:25]([C:21]1[CH:20]=[C:19]([CH:24]=[CH:23][CH:22]=1)[C:18]([NH:17][C:15]1[CH:14]=[CH:13][C:12]([CH3:31])=[C:11]([NH:10][C:8]([C:3]2[C:2]([NH:1][CH2:37][C:33]3[NH:32][CH:36]=[CH:35][N:34]=3)=[N:7][CH:6]=[CH:5][N:4]=2)=[O:9])[CH:16]=1)=[O:30])([CH3:27])[CH3:26])#[N:29], predict the reactants needed to synthesize it. The reactants are: [NH2:1][C:2]1[C:3]([C:8]([NH:10][C:11]2[CH:16]=[C:15]([NH:17][C:18](=[O:30])[C:19]3[CH:24]=[CH:23][CH:22]=[C:21]([C:25]([C:28]#[N:29])([CH3:27])[CH3:26])[CH:20]=3)[CH:14]=[CH:13][C:12]=2[CH3:31])=[O:9])=[N:4][CH:5]=[CH:6][N:7]=1.[NH:32]1[CH:36]=[CH:35][N:34]=[C:33]1[CH:37]=O.[BH-](OC(C)=O)(OC(C)=O)OC(C)=O.[Na+].